From a dataset of Reaction yield outcomes from USPTO patents with 853,638 reactions. Predict the reaction yield, written as a fraction of the theoretical maximum amount of product (1.0 means a 100% yield; for example, 0.34 means a 34% yield). (1) The reactants are [Cl:1][C:2]1[CH:3]=[C:4]([C:9]2[N:13]([C:14]3[CH:19]=[CH:18][C:17]([O:20][CH3:21])=[CH:16][CH:15]=3)[N:12]=[C:11]([CH:22]=[C:23]([C:27]3[CH:28]=[C:29]([CH3:33])[CH:30]=[CH:31][CH:32]=3)[C:24]([OH:26])=[O:25])[CH:10]=2)[CH:5]=[CH:6][C:7]=1[Cl:8].C(OC(=O)C(C1C=C(C)C=CC=1)=CC1C=C(C2C=CC(Cl)=C(Cl)C=2)N(C2C=CC(OC)=CC=2)N=1)C.[Li+].[OH-]. No catalyst specified. The product is [Cl:1][C:2]1[CH:3]=[C:4]([C:9]2[N:13]([C:14]3[CH:15]=[CH:16][C:17]([O:20][CH3:21])=[CH:18][CH:19]=3)[N:12]=[C:11](/[CH:22]=[C:23](\[C:27]3[CH:28]=[C:29]([CH3:33])[CH:30]=[CH:31][CH:32]=3)/[C:24]([OH:26])=[O:25])[CH:10]=2)[CH:5]=[CH:6][C:7]=1[Cl:8]. The yield is 0.723. (2) The reactants are [C:1]1([C:37]2[CH:42]=[CH:41][CH:40]=[CH:39][CH:38]=2)[CH:6]=[CH:5][C:4]([C@@:7]23[CH2:27][N:20]([C@H:21]([C:23]([O:25]C)=[O:24])[CH2:22]2)[C:19](=[O:28])[C@@H:18]([NH:29][C:30]([O:32][C:33]([CH3:36])([CH3:35])[CH3:34])=[O:31])[CH2:17][CH2:16][CH2:15][CH2:14][CH2:13][CH2:12][CH:11]=[CH:10][CH2:9][S:8]3)=[CH:3][CH:2]=1.O.[OH-].[Li+]. The catalyst is C1COCC1.CO.O. The product is [C:1]1([C:37]2[CH:38]=[CH:39][CH:40]=[CH:41][CH:42]=2)[CH:6]=[CH:5][C:4]([C@@:7]23[CH2:27][N:20]([C@H:21]([C:23]([OH:25])=[O:24])[CH2:22]2)[C:19](=[O:28])[C@@H:18]([NH:29][C:30]([O:32][C:33]([CH3:36])([CH3:34])[CH3:35])=[O:31])[CH2:17][CH2:16][CH2:15][CH2:14][CH2:13][CH2:12][CH:11]=[CH:10][CH2:9][S:8]3)=[CH:3][CH:2]=1. The yield is 0.900. (3) The reactants are [Br:1][C:2]1[CH:15]=[C:14]([C:16]([F:19])([F:18])[F:17])[CH:13]=[CH:12][C:3]=1[CH2:4][CH:5](C(O)=O)[C:6]([OH:8])=[O:7]. The catalyst is CCOCC. The product is [Br:1][C:2]1[CH:15]=[C:14]([C:16]([F:19])([F:18])[F:17])[CH:13]=[CH:12][C:3]=1[CH2:4][CH2:5][C:6]([OH:8])=[O:7]. The yield is 0.850. (4) The reactants are CN(C)C=O.[F:6][C:7]1[CH:8]=[CH:9][C:10]([CH2:13][OH:14])=[N:11][CH:12]=1.[H-].[Na+].[F:17][C:18]1[CH:19]=[C:20]([CH:23]=[CH:24][C:25]=1F)[CH:21]=[O:22]. The catalyst is O. The product is [F:17][C:18]1[CH:19]=[C:20]([CH:23]=[CH:24][C:25]=1[O:14][CH2:13][C:10]1[CH:9]=[CH:8][C:7]([F:6])=[CH:12][N:11]=1)[CH:21]=[O:22]. The yield is 0.422. (5) The reactants are Cl.[CH3:2][O:3][C:4]1[CH:13]=[CH:12][C:11]2[CH2:10][NH:9][CH2:8][CH2:7][C:6]=2[C:5]=1[CH:14]=[O:15].Cl.[C:17](Cl)(=[O:24])[C:18]1[CH:23]=[CH:22][CH:21]=[N:20][CH:19]=1.ClCCCl. No catalyst specified. The product is [CH3:2][O:3][C:4]1[CH:13]=[CH:12][C:11]2[CH2:10][N:9]([C:17]([C:18]3[CH:19]=[N:20][CH:21]=[CH:22][CH:23]=3)=[O:24])[CH2:8][CH2:7][C:6]=2[C:5]=1[CH:14]=[O:15]. The yield is 0.950.